The task is: Regression. Given two drug SMILES strings and cell line genomic features, predict the synergy score measuring deviation from expected non-interaction effect.. This data is from NCI-60 drug combinations with 297,098 pairs across 59 cell lines. (1) Drug 1: C1CCN(CC1)CCOC2=CC=C(C=C2)C(=O)C3=C(SC4=C3C=CC(=C4)O)C5=CC=C(C=C5)O. Drug 2: CS(=O)(=O)OCCCCOS(=O)(=O)C. Cell line: 786-0. Synergy scores: CSS=3.21, Synergy_ZIP=-4.62, Synergy_Bliss=-4.42, Synergy_Loewe=-5.97, Synergy_HSA=-5.54. (2) Drug 1: CC1CCCC2(C(O2)CC(NC(=O)CC(C(C(=O)C(C1O)C)(C)C)O)C(=CC3=CSC(=N3)C)C)C. Drug 2: N.N.Cl[Pt+2]Cl. Cell line: HOP-62. Synergy scores: CSS=52.9, Synergy_ZIP=-1.86, Synergy_Bliss=-3.14, Synergy_Loewe=-3.79, Synergy_HSA=0.889. (3) Drug 1: CC1=CC2C(CCC3(C2CCC3(C(=O)C)OC(=O)C)C)C4(C1=CC(=O)CC4)C. Drug 2: CCCCCOC(=O)NC1=NC(=O)N(C=C1F)C2C(C(C(O2)C)O)O. Cell line: IGROV1. Synergy scores: CSS=-0.518, Synergy_ZIP=0.367, Synergy_Bliss=-0.187, Synergy_Loewe=-1.86, Synergy_HSA=-1.74. (4) Drug 1: CCCS(=O)(=O)NC1=C(C(=C(C=C1)F)C(=O)C2=CNC3=C2C=C(C=N3)C4=CC=C(C=C4)Cl)F. Drug 2: C1CC(=O)NC(=O)C1N2CC3=C(C2=O)C=CC=C3N. Cell line: MDA-MB-231. Synergy scores: CSS=-1.60, Synergy_ZIP=0.132, Synergy_Bliss=-2.58, Synergy_Loewe=-4.82, Synergy_HSA=-4.61. (5) Drug 1: C1CC(=O)NC(=O)C1N2CC3=C(C2=O)C=CC=C3N. Drug 2: C1CN1P(=S)(N2CC2)N3CC3. Cell line: SNB-19. Synergy scores: CSS=16.4, Synergy_ZIP=-1.54, Synergy_Bliss=4.85, Synergy_Loewe=3.36, Synergy_HSA=6.13. (6) Drug 1: CC1CCC2CC(C(=CC=CC=CC(CC(C(=O)C(C(C(=CC(C(=O)CC(OC(=O)C3CCCCN3C(=O)C(=O)C1(O2)O)C(C)CC4CCC(C(C4)OC)OCCO)C)C)O)OC)C)C)C)OC. Drug 2: C1C(C(OC1N2C=NC(=NC2=O)N)CO)O. Cell line: TK-10. Synergy scores: CSS=7.02, Synergy_ZIP=-4.82, Synergy_Bliss=-6.13, Synergy_Loewe=-25.6, Synergy_HSA=-7.21. (7) Drug 1: CC(CN1CC(=O)NC(=O)C1)N2CC(=O)NC(=O)C2. Drug 2: C1C(C(OC1N2C=NC3=C2NC=NCC3O)CO)O. Cell line: MCF7. Synergy scores: CSS=22.3, Synergy_ZIP=-7.14, Synergy_Bliss=-1.49, Synergy_Loewe=-0.225, Synergy_HSA=0.00785.